The task is: Regression. Given a peptide amino acid sequence and an MHC pseudo amino acid sequence, predict their binding affinity value. This is MHC class II binding data.. This data is from Peptide-MHC class II binding affinity with 134,281 pairs from IEDB. The MHC is DRB5_0101 with pseudo-sequence DRB5_0101. The peptide sequence is ASPMLYQLLEAVYGN. The binding affinity (normalized) is 0.367.